From a dataset of Forward reaction prediction with 1.9M reactions from USPTO patents (1976-2016). Predict the product of the given reaction. (1) Given the reactants [C:1]1([C@H:7]2[CH2:12][CH2:11][CH2:10][NH:9][CH2:8]2)[CH:6]=[CH:5][CH:4]=[CH:3][CH:2]=1.[F:13][C:14]([F:19])([F:18])[C@@H:15]1[CH2:17][O:16]1, predict the reaction product. The product is: [F:13][C:14]([F:19])([F:18])[C@@H:15]([OH:16])[CH2:17][N:9]1[CH2:10][CH2:11][CH2:12][C@H:7]([C:1]2[CH:6]=[CH:5][CH:4]=[CH:3][CH:2]=2)[CH2:8]1. (2) Given the reactants I[C:2]1[C:10]2[CH:9]=[N:8][CH:7]=[N:6][C:5]=2[N:4]([CH:11]([CH3:13])[CH3:12])[CH:3]=1.[Cl:14][C:15]1[CH:20]=[C:19]([C:21](N(OC)C)=[O:22])[CH:18]=[C:17]([O:27][CH3:28])[N:16]=1, predict the reaction product. The product is: [Cl:14][C:15]1[CH:20]=[C:19]([C:21]([C:2]2[C:10]3[CH:9]=[N:8][CH:7]=[N:6][C:5]=3[N:4]([CH:11]([CH3:13])[CH3:12])[CH:3]=2)=[O:22])[CH:18]=[C:17]([O:27][CH3:28])[N:16]=1. (3) Given the reactants [F:1][C:2]1[C:7]([CH2:8]O)=[CH:6][CH:5]=[CH:4][N:3]=1.P(Br)(Br)[Br:11], predict the reaction product. The product is: [Br:11][CH2:8][C:7]1[C:2]([F:1])=[N:3][CH:4]=[CH:5][CH:6]=1.